From a dataset of Full USPTO retrosynthesis dataset with 1.9M reactions from patents (1976-2016). Predict the reactants needed to synthesize the given product. (1) Given the product [Cl:14][C:6]1[C:5]2[C:10](=[CH:11][C:2]([I:1])=[C:3]([CH3:13])[CH:4]=2)[N:9]=[CH:8][CH:7]=1, predict the reactants needed to synthesize it. The reactants are: [I:1][C:2]1[CH:11]=[C:10]2[C:5]([C:6](=O)[CH:7]=[CH:8][NH:9]2)=[CH:4][C:3]=1[CH3:13].[Cl-:14].[P+]=O.[OH-].[NH4+]. (2) Given the product [OH:1][C:2]1[CH:9]=[CH:8][C:5]([CH:6]2[CH:32]([C:33]3[CH:34]=[CH:35][C:36]([O:39][CH:40]4[CH2:45][CH2:44][CH2:43][CH2:42][O:41]4)=[CH:37][CH:38]=3)[C:31](=[O:46])[C:19]3[CH:20]=[CH:21][C:22]([O:24][CH:25]4[CH2:30][CH2:29][CH2:28][CH2:27][O:26]4)=[CH:23][C:18]=3[O:7]2)=[CH:4][CH:3]=1, predict the reactants needed to synthesize it. The reactants are: [OH:1][C:2]1[CH:9]=[CH:8][C:5]([CH:6]=[O:7])=[CH:4][CH:3]=1.N1CCCCC1.O.O[C:18]1[CH:23]=[C:22]([O:24][CH:25]2[CH2:30][CH2:29][CH2:28][CH2:27][O:26]2)[CH:21]=[CH:20][C:19]=1[C:31](=[O:46])[CH2:32][C:33]1[CH:38]=[CH:37][C:36]([O:39][CH:40]2[CH2:45][CH2:44][CH2:43][CH2:42][O:41]2)=[CH:35][CH:34]=1. (3) Given the product [CH2:1]([O:3][C:4](=[O:37])[CH2:5][CH2:6][CH2:7][O:8][C:9]1[CH:14]=[CH:13][CH:12]=[C:11]([CH2:15][CH2:16][CH2:17][CH2:18][CH2:19][CH2:20][O:21][C:22]2[CH:27]=[C:26]([C:43]3[CH:42]=[CH:41][N:40]=[C:39]([F:38])[CH:44]=3)[CH:25]=[C:24]([C:43]3[CH:42]=[CH:41][N:40]=[C:39]([F:38])[CH:44]=3)[CH:23]=2)[C:10]=1[CH2:30][CH2:31][C:32]([O:34][CH2:35][CH3:36])=[O:33])[CH3:2], predict the reactants needed to synthesize it. The reactants are: [CH2:1]([O:3][C:4](=[O:37])[CH2:5][CH2:6][CH2:7][O:8][C:9]1[CH:14]=[CH:13][CH:12]=[C:11]([CH2:15][CH2:16][CH2:17][CH2:18][CH2:19][CH2:20][O:21][C:22]2[CH:27]=[C:26](Br)[CH:25]=[C:24](Br)[CH:23]=2)[C:10]=1[CH2:30][CH2:31][C:32]([O:34][CH2:35][CH3:36])=[O:33])[CH3:2].[F:38][C:39]1[CH:44]=[C:43](B(O)O)[CH:42]=[CH:41][N:40]=1. (4) Given the product [CH3:28][O:27][C:12]1[CH:13]=[CH:14][CH:18]=[CH:19][C:20]=1[Mg:1][Br:2].[Cl:24][C:15]1([C:3]2[CH:8]=[CH:7][CH:6]=[CH:5][C:4]=2[O:9][CH3:10])[C:14]2[C:18](=[CH:19][CH:20]=[C:12]([Cl:11])[CH:13]=2)[NH:17][C:16]1=[O:21], predict the reactants needed to synthesize it. The reactants are: [Mg:1].[Br:2][C:3]1[CH:8]=[CH:7][CH:6]=[CH:5][C:4]=1[O:9][CH3:10].[Cl:11][C:12]1[CH:13]=[C:14]2[C:18](=[CH:19][CH:20]=1)[NH:17][C:16](=[O:21])[C:15]2=O.[NH4+].[Cl-:24].CC[O:27][CH2:28]C. (5) Given the product [NH2:1][C:2](=[O:24])[C@@H:3]([N:13]1[CH2:21][C:20]2[C:15](=[CH:16][CH:17]=[CH:18][C:19]=2[O:22][CH2:27][C:28]2[CH:29]=[CH:30][C:31]([CH2:32][N:33]3[CH2:38][CH2:37][O:36][CH2:35][CH2:34]3)=[CH:39][CH:40]=2)[C:14]1=[O:23])[CH2:4][CH2:5][C:6]([O:8][C:9]([CH3:10])([CH3:12])[CH3:11])=[O:7], predict the reactants needed to synthesize it. The reactants are: [NH2:1][C:2](=[O:24])[C@@H:3]([N:13]1[CH2:21][C:20]2[C:15](=[CH:16][CH:17]=[CH:18][C:19]=2[OH:22])[C:14]1=[O:23])[CH2:4][CH2:5][C:6]([O:8][C:9]([CH3:12])([CH3:11])[CH3:10])=[O:7].Cl.Cl[CH2:27][C:28]1[CH:40]=[CH:39][C:31]([CH2:32][N:33]2[CH2:38][CH2:37][O:36][CH2:35][CH2:34]2)=[CH:30][CH:29]=1.C(=O)([O-])[O-].[K+].[K+].CN(C=O)C.